This data is from Reaction yield outcomes from USPTO patents with 853,638 reactions. The task is: Predict the reaction yield, written as a fraction of the theoretical maximum amount of product (1.0 means a 100% yield; for example, 0.34 means a 34% yield). (1) The reactants are [CH2:1]([OH:4])[CH2:2][OH:3].[H-].[Na+].Br[CH2:8][C:9]1[CH:14]=[CH:13][C:12]([F:15])=[CH:11][CH:10]=1.O. The catalyst is C1COCC1.[N+](CCCC)(CCCC)(CCCC)CCCC.[I-].CCOC(C)=O. The product is [F:15][C:12]1[CH:13]=[CH:14][C:9]([CH2:8][O:3][CH2:2][CH2:1][OH:4])=[CH:10][CH:11]=1. The yield is 0.480. (2) The reactants are C(O)(C(F)(F)F)=O.C(OC([N:15]([C:23]1[C:28]([C:29]2[O:30][C:31]([C:34]3[CH:39]=[CH:38][C:37]([CH2:40][NH:41][CH3:42])=[CH:36][C:35]=3[O:43][CH3:44])=[N:32][N:33]=2)=[N:27][C:26]([C:45]2[CH:50]=[CH:49][C:48]([S:51]([CH:54]([CH3:56])[CH3:55])(=[O:53])=[O:52])=[CH:47][CH:46]=2)=[CH:25][N:24]=1)C(=O)OC(C)(C)C)=O)(C)(C)C. The catalyst is C(Cl)Cl. The product is [CH:54]([S:51]([C:48]1[CH:47]=[CH:46][C:45]([C:26]2[N:27]=[C:28]([C:29]3[O:30][C:31]([C:34]4[CH:39]=[CH:38][C:37]([CH2:40][NH:41][CH3:42])=[CH:36][C:35]=4[O:43][CH3:44])=[N:32][N:33]=3)[C:23]([NH2:15])=[N:24][CH:25]=2)=[CH:50][CH:49]=1)(=[O:53])=[O:52])([CH3:56])[CH3:55]. The yield is 0.390. (3) The reactants are [Cl:1][C:2]1[C:3]([CH2:8][NH:9][C:10]([C@H:12]2[CH2:17][N:16]3[C:18](=[O:23])[O:19][C:20]([CH3:22])([CH3:21])[C@@H:15]3[CH2:14][CH2:13]2)=O)=[N:4][CH:5]=[CH:6][N:7]=1.O=P(Cl)(Cl)Cl.C([O-])(O)=O.[Na+]. The catalyst is CC#N.CN(C=O)C. The product is [Cl:1][C:2]1[C:3]2[N:4]([C:10]([C@H:12]3[CH2:17][N:16]4[C:18](=[O:23])[O:19][C:20]([CH3:22])([CH3:21])[C@@H:15]4[CH2:14][CH2:13]3)=[N:9][CH:8]=2)[CH:5]=[CH:6][N:7]=1. The yield is 0.469. (4) The reactants are C([Si](C)(C)[O:6][CH2:7][CH2:8][N:9]([CH2:48][CH2:49][O:50][Si](C)(C)C(C)(C)C)[C:10]1[N:15]=[C:14]([N:16]2[CH2:21][CH2:20][N:19]([C:22]3[CH:27]=[CH:26][C:25]([NH:28][C:29](=[O:47])[C:30](=[O:46])[C:31]4[N:39]5[C:34]([CH:35]=[CH:36][CH:37]=[CH:38]5)=[CH:33][C:32]=4[C:40]4[CH:45]=[CH:44][CH:43]=[CH:42][CH:41]=4)=[CH:24][CH:23]=3)[CH2:18][CH2:17]2)[CH:13]=[CH:12][CH:11]=1)(C)(C)C.[F-].C([N+](CCCC)(CCCC)CCCC)CCC. The catalyst is C1COCC1. The product is [OH:6][CH2:7][CH2:8][N:9]([CH2:48][CH2:49][OH:50])[C:10]1[N:15]=[C:14]([N:16]2[CH2:17][CH2:18][N:19]([C:22]3[CH:27]=[CH:26][C:25]([NH:28][C:29](=[O:47])[C:30](=[O:46])[C:31]4[N:39]5[C:34]([CH:35]=[CH:36][CH:37]=[CH:38]5)=[CH:33][C:32]=4[C:40]4[CH:41]=[CH:42][CH:43]=[CH:44][CH:45]=4)=[CH:24][CH:23]=3)[CH2:20][CH2:21]2)[CH:13]=[CH:12][CH:11]=1. The yield is 0.360. (5) The reactants are [Cl:1][C:2]1[CH:28]=[CH:27][C:5]([CH2:6][N:7]2[C:12](=[O:13])[C:11]([O:14][CH3:15])=[N:10][N:9]([C:16]3[CH:17]=[C:18]([NH:22][C:23](=[O:25])[CH3:24])[CH:19]=[CH:20][CH:21]=3)[C:8]2=[O:26])=[CH:4][CH:3]=1.[H-].[Na+].[CH3:31]I. The catalyst is C1COCC1.[Cl-].[NH4+]. The product is [Cl:1][C:2]1[CH:28]=[CH:27][C:5]([CH2:6][N:7]2[C:12](=[O:13])[C:11]([O:14][CH3:15])=[N:10][N:9]([C:16]3[CH:17]=[C:18]([N:22]([CH3:31])[C:23](=[O:25])[CH3:24])[CH:19]=[CH:20][CH:21]=3)[C:8]2=[O:26])=[CH:4][CH:3]=1. The yield is 0.750. (6) The reactants are [NH2:1][C:2]1[CH:3]=[C:4]([CH:7]=[CH:8][C:9]=1[NH:10][CH2:11][CH2:12][CH2:13][OH:14])[C:5]#[N:6].C1(C)C=CC=CC=1.Cl[C:23](Cl)([O:25]C(=O)OC(Cl)(Cl)Cl)Cl.C(OCC)(=O)C. The catalyst is Cl.[Cl-].[Na+].O. The product is [OH:14][CH2:13][CH2:12][CH2:11][N:10]1[C:9]2[CH:8]=[CH:7][C:4]([C:5]#[N:6])=[CH:3][C:2]=2[NH:1][C:23]1=[O:25]. The yield is 0.930.